From a dataset of Catalyst prediction with 721,799 reactions and 888 catalyst types from USPTO. Predict which catalyst facilitates the given reaction. Reactant: [OH:1][CH:2]1[CH2:5][N:4]([C:6]2[S:7][CH:8]=[C:9]([C:11](=[O:19])[NH:12][C@H:13]([CH2:17][OH:18])[CH:14]([CH3:16])[CH3:15])[N:10]=2)[CH2:3]1.[Si:20](Cl)([C:23]([CH3:26])([CH3:25])[CH3:24])([CH3:22])[CH3:21].N1C=CN=C1. Product: [Si:20]([O:18][CH2:17][C@@H:13]([NH:12][C:11]([C:9]1[N:10]=[C:6]([N:4]2[CH2:5][CH:2]([OH:1])[CH2:3]2)[S:7][CH:8]=1)=[O:19])[CH:14]([CH3:16])[CH3:15])([C:23]([CH3:26])([CH3:25])[CH3:24])([CH3:22])[CH3:21]. The catalyst class is: 9.